From a dataset of NCI-60 drug combinations with 297,098 pairs across 59 cell lines. Regression. Given two drug SMILES strings and cell line genomic features, predict the synergy score measuring deviation from expected non-interaction effect. (1) Drug 1: CC1C(C(CC(O1)OC2CC(CC3=C2C(=C4C(=C3O)C(=O)C5=C(C4=O)C(=CC=C5)OC)O)(C(=O)C)O)N)O.Cl. Drug 2: C1CN(CCN1C(=O)CCBr)C(=O)CCBr. Cell line: HL-60(TB). Synergy scores: CSS=55.6, Synergy_ZIP=3.42, Synergy_Bliss=6.25, Synergy_Loewe=-4.49, Synergy_HSA=5.00. (2) Drug 1: CCCS(=O)(=O)NC1=C(C(=C(C=C1)F)C(=O)C2=CNC3=C2C=C(C=N3)C4=CC=C(C=C4)Cl)F. Drug 2: CCC1(CC2CC(C3=C(CCN(C2)C1)C4=CC=CC=C4N3)(C5=C(C=C6C(=C5)C78CCN9C7C(C=CC9)(C(C(C8N6C)(C(=O)OC)O)OC(=O)C)CC)OC)C(=O)OC)O.OS(=O)(=O)O. Cell line: UACC62. Synergy scores: CSS=62.9, Synergy_ZIP=7.19, Synergy_Bliss=5.93, Synergy_Loewe=5.50, Synergy_HSA=10.2. (3) Drug 1: C1CCC(C1)C(CC#N)N2C=C(C=N2)C3=C4C=CNC4=NC=N3. Drug 2: CN(CCCl)CCCl.Cl. Cell line: SN12C. Synergy scores: CSS=18.4, Synergy_ZIP=-8.69, Synergy_Bliss=-4.81, Synergy_Loewe=-5.11, Synergy_HSA=-4.65. (4) Drug 1: CC1CCC2CC(C(=CC=CC=CC(CC(C(=O)C(C(C(=CC(C(=O)CC(OC(=O)C3CCCCN3C(=O)C(=O)C1(O2)O)C(C)CC4CCC(C(C4)OC)O)C)C)O)OC)C)C)C)OC. Drug 2: CCC1(CC2CC(C3=C(CCN(C2)C1)C4=CC=CC=C4N3)(C5=C(C=C6C(=C5)C78CCN9C7C(C=CC9)(C(C(C8N6C)(C(=O)OC)O)OC(=O)C)CC)OC)C(=O)OC)O.OS(=O)(=O)O. Cell line: MCF7. Synergy scores: CSS=-0.0400, Synergy_ZIP=0.855, Synergy_Bliss=1.43, Synergy_Loewe=0.255, Synergy_HSA=0.481.